Task: Predict the product of the given reaction.. Dataset: Forward reaction prediction with 1.9M reactions from USPTO patents (1976-2016) (1) Given the reactants [NH:1]1[C:9]2[C:4](=[CH:5][CH:6]=[CH:7][CH:8]=2)[C:3]([CH2:10][CH:11]2[C:20]3[N:16]([C:17]([C:21]4[CH:26]=[CH:25][CH:24]=[CH:23][CH:22]=4)=[N:18][N:19]=3)[C:15]3[CH:27]=[CH:28][CH:29]=[CH:30][C:14]=3[N:13]([CH2:31][C:32](O)=[O:33])[C:12]2=[O:35])=[CH:2]1.[Cl:36][C:37]1[N:42]=[CH:41][C:40]([NH:43][CH:44]([CH3:46])[CH3:45])=[CH:39][CH:38]=1.P(Cl)(Cl)Cl, predict the reaction product. The product is: [Cl:36][C:37]1[N:42]=[CH:41][C:40]([N:43]([CH:44]([CH3:46])[CH3:45])[C:32](=[O:33])[CH2:31][N:13]2[C:12](=[O:35])[CH:11]([CH2:10][C:3]3[C:4]4[C:9](=[CH:8][CH:7]=[CH:6][CH:5]=4)[NH:1][CH:2]=3)[C:20]3[N:16]([C:17]([C:21]4[CH:26]=[CH:25][CH:24]=[CH:23][CH:22]=4)=[N:18][N:19]=3)[C:15]3[CH:27]=[CH:28][CH:29]=[CH:30][C:14]2=3)=[CH:39][CH:38]=1. (2) Given the reactants [CH2:1]([O:8][C:9]([NH:11][C@@H:12]1[CH2:17][N:16]([C:18]([O:20][C:21]([CH3:24])([CH3:23])[CH3:22])=[O:19])[CH2:15][C@H:14]([C:25]([O:27]C)=[O:26])[CH2:13]1)=[O:10])[C:2]1[CH:7]=[CH:6][CH:5]=[CH:4][CH:3]=1.[OH-].[Na+], predict the reaction product. The product is: [CH2:1]([O:8][C:9]([NH:11][C@@H:12]1[CH2:17][N:16]([C:18]([O:20][C:21]([CH3:23])([CH3:24])[CH3:22])=[O:19])[CH2:15][C@H:14]([C:25]([OH:27])=[O:26])[CH2:13]1)=[O:10])[C:2]1[CH:3]=[CH:4][CH:5]=[CH:6][CH:7]=1. (3) Given the reactants [CH3:1][C:2]1[O:3][C:4]2[C:9]([C:10](=[O:12])[CH:11]=1)=[CH:8][CH:7]=[CH:6][C:5]=2[CH:13]=O.[C:15]([CH:17]=[C:18]([O-])[CH3:19])#[N:16].[Na+].[NH2:22][C:23]([CH3:33])=[CH:24][C:25](=[O:32])[CH2:26][CH2:27][CH:28]1[CH2:31][CH2:30][CH2:29]1.C(O)(=O)C, predict the reaction product. The product is: [CH:28]1([CH2:27][CH2:26][C:25]([C:24]2[CH:13]([C:5]3[CH:6]=[CH:7][CH:8]=[C:9]4[C:4]=3[O:3][C:2]([CH3:1])=[CH:11][C:10]4=[O:12])[C:17]([C:15]#[N:16])=[C:18]([CH3:19])[NH:22][C:23]=2[CH3:33])=[O:32])[CH2:29][CH2:30][CH2:31]1. (4) Given the reactants [F:1][C:2]1[CH:7]=[C:6]([O:8][C:9]2[CH:14]=[CH:13][N:12]=[C:11]([NH:15][C:16]([N:18]3[CH2:23][CH2:22][CH:21]([N:24]4[CH2:29][CH2:28][N:27]([CH3:30])[CH2:26][CH2:25]4)[CH2:20][CH2:19]3)=[O:17])[CH:10]=2)[CH:5]=[CH:4][C:3]=1[NH:31][C:32]([CH2:34][C:35]1([CH2:38][C:39]([NH:41][C:42]2[CH:47]=[CH:46][C:45]([F:48])=[CH:44][CH:43]=2)=[O:40])[CH2:37][CH2:36]1)=[O:33].[ClH:49], predict the reaction product. The product is: [ClH:49].[F:1][C:2]1[CH:7]=[C:6]([O:8][C:9]2[CH:14]=[CH:13][N:12]=[C:11]([NH:15][C:16]([N:18]3[CH2:19][CH2:20][CH:21]([N:24]4[CH2:29][CH2:28][N:27]([CH3:30])[CH2:26][CH2:25]4)[CH2:22][CH2:23]3)=[O:17])[CH:10]=2)[CH:5]=[CH:4][C:3]=1[NH:31][C:32]([CH2:34][C:35]1([CH2:38][C:39]([NH:41][C:42]2[CH:47]=[CH:46][C:45]([F:48])=[CH:44][CH:43]=2)=[O:40])[CH2:37][CH2:36]1)=[O:33]. (5) Given the reactants [O:1]([CH2:8][C:9]1[O:10][C:11]2[C:12](=[O:18])[NH:13][CH2:14][CH2:15][C:16]=2[N:17]=1)[C:2]1[CH:7]=[CH:6][CH:5]=[CH:4][CH:3]=1.[H-].[Na+].I[CH3:22], predict the reaction product. The product is: [CH3:22][N:13]1[CH2:14][CH2:15][C:16]2[N:17]=[C:9]([CH2:8][O:1][C:2]3[CH:7]=[CH:6][CH:5]=[CH:4][CH:3]=3)[O:10][C:11]=2[C:12]1=[O:18]. (6) Given the reactants Br[C:2]1[CH:22]=[CH:21][C:5]2[NH:6][C:7]([NH:9][C:10]3[CH:11]=[CH:12][CH:13]=[C:14]4[C:19]=3[CH2:18][CH:17]([OH:20])[CH2:16][CH2:15]4)=[N:8][C:4]=2[CH:3]=1.[F:23][C:24]1[CH:25]=[C:26](B(O)O)[CH:27]=[C:28]([F:31])[C:29]=1[F:30], predict the reaction product. The product is: [F:23][C:24]1[CH:25]=[C:26]([C:2]2[CH:22]=[CH:21][C:5]3[NH:6][C:7]([NH:9][C:10]4[CH:11]=[CH:12][CH:13]=[C:14]5[C:19]=4[CH2:18][CH:17]([OH:20])[CH2:16][CH2:15]5)=[N:8][C:4]=3[CH:3]=2)[CH:27]=[C:28]([F:31])[C:29]=1[F:30]. (7) Given the reactants C[O:2][C:3]1[CH:8]=[CH:7][C:6]([CH2:9][CH2:10][NH2:11])=[CH:5][CH:4]=1.S(Cl)([Cl:15])(=O)=O.CCOCC, predict the reaction product. The product is: [NH2:11][CH2:10][CH2:9][C:6]1[CH:7]=[CH:8][C:3]([OH:2])=[C:4]([Cl:15])[CH:5]=1. (8) Given the reactants Cl[C@@H]1CCNC1=O.O.O.O.O.O.O.O.O.[OH-].[Ba+2].[OH-].[NH2:19][CH2:20][CH2:21][C@@H:22](Cl)[C:23]([OH:25])=[O:24].N1CC[C@H]1C(O)=O.Cl.C(=O)([O-])[O-].[Na+].[Na+].[C:41](O[C:41]([O:43][C:44]([CH3:47])([CH3:46])[CH3:45])=[O:42])([O:43][C:44]([CH3:47])([CH3:46])[CH3:45])=[O:42], predict the reaction product. The product is: [C:44]([O:43][C:41]([N:19]1[CH2:20][CH2:21][C@H:22]1[C:23]([OH:25])=[O:24])=[O:42])([CH3:47])([CH3:46])[CH3:45]. (9) Given the reactants Cl.[CH3:2][O:3][C:4]1[CH:5]=[C:6]([NH:10][NH2:11])[CH:7]=[CH:8][CH:9]=1.[CH2:12]([O:14][C:15](=[O:23])[CH:16]([C:20](=O)[CH3:21])[C:17](=O)[CH3:18])[CH3:13].N1C=CC=CC=1, predict the reaction product. The product is: [CH2:12]([O:14][C:15]([C:16]1[C:17]([CH3:18])=[N:11][N:10]([C:6]2[CH:7]=[CH:8][CH:9]=[C:4]([O:3][CH3:2])[CH:5]=2)[C:20]=1[CH3:21])=[O:23])[CH3:13]. (10) Given the reactants [CH2:1]([C:3]1[CH:4]=[C:5]2[C:9](=[CH:10][C:11]=1[CH2:12][CH3:13])[CH2:8][CH:7]([NH:14][CH2:15][C@@H:16]([C:18]1[CH:27]=[CH:26][C:25]([OH:28])=[C:24]3[C:19]=1[CH:20]=[CH:21][C:22](=[O:29])[NH:23]3)[OH:17])[CH2:6]2)[CH3:2].[C:30]([OH:34])(=[O:33])[CH2:31][OH:32], predict the reaction product. The product is: [C:30]([OH:34])(=[O:33])[CH2:31][OH:32].[CH2:12]([C:11]1[CH:10]=[C:9]2[C:5](=[CH:4][C:3]=1[CH2:1][CH3:2])[CH2:6][CH:7]([NH:14][CH2:15][C@@H:16]([C:18]1[CH:27]=[CH:26][C:25]([OH:28])=[C:24]3[C:19]=1[CH:20]=[CH:21][C:22](=[O:29])[NH:23]3)[OH:17])[CH2:8]2)[CH3:13].